This data is from Catalyst prediction with 721,799 reactions and 888 catalyst types from USPTO. The task is: Predict which catalyst facilitates the given reaction. Reactant: [CH2:1]([O:8][C:9]([N:11]([CH2:29][CH:30]([CH3:32])[CH3:31])[CH:12]1[CH2:17][N:16]([C:18]([O:20][C:21]([CH3:24])([CH3:23])[CH3:22])=[O:19])[CH2:15][CH:14]([C:25](OC)=[O:26])[CH2:13]1)=[O:10])[C:2]1[CH:7]=[CH:6][CH:5]=[CH:4][CH:3]=1.[Cl-].[Ca+2].[Cl-].[BH4-].[Na+].C(O)(=O)CC(CC(O)=O)(C(O)=O)O. Product: [CH2:1]([O:8][C:9]([N:11]([CH2:29][CH:30]([CH3:32])[CH3:31])[CH:12]1[CH2:13][CH:14]([CH2:25][OH:26])[CH2:15][N:16]([C:18]([O:20][C:21]([CH3:22])([CH3:23])[CH3:24])=[O:19])[CH2:17]1)=[O:10])[C:2]1[CH:7]=[CH:6][CH:5]=[CH:4][CH:3]=1. The catalyst class is: 219.